From a dataset of Forward reaction prediction with 1.9M reactions from USPTO patents (1976-2016). Predict the product of the given reaction. Given the reactants [C:1]([O:10][CH3:11])(=[O:9])[C:2]([CH2:4][C:5]([O:7][CH3:8])=[O:6])=[CH2:3].[H][H], predict the reaction product. The product is: [CH3:3][C@H:2]([CH2:4][C:5]([O:7][CH3:8])=[O:6])[C:1]([O:10][CH3:11])=[O:9].